Dataset: NCI-60 drug combinations with 297,098 pairs across 59 cell lines. Task: Regression. Given two drug SMILES strings and cell line genomic features, predict the synergy score measuring deviation from expected non-interaction effect. (1) Drug 1: CCCS(=O)(=O)NC1=C(C(=C(C=C1)F)C(=O)C2=CNC3=C2C=C(C=N3)C4=CC=C(C=C4)Cl)F. Drug 2: CCC1(CC2CC(C3=C(CCN(C2)C1)C4=CC=CC=C4N3)(C5=C(C=C6C(=C5)C78CCN9C7C(C=CC9)(C(C(C8N6C)(C(=O)OC)O)OC(=O)C)CC)OC)C(=O)OC)O.OS(=O)(=O)O. Cell line: A498. Synergy scores: CSS=47.0, Synergy_ZIP=5.62, Synergy_Bliss=12.6, Synergy_Loewe=-5.35, Synergy_HSA=12.7. (2) Drug 1: CN1C2=C(C=C(C=C2)N(CCCl)CCCl)N=C1CCCC(=O)O.Cl. Drug 2: CCN(CC)CCCC(C)NC1=C2C=C(C=CC2=NC3=C1C=CC(=C3)Cl)OC. Cell line: UACC62. Synergy scores: CSS=6.94, Synergy_ZIP=-0.195, Synergy_Bliss=0.659, Synergy_Loewe=-1.19, Synergy_HSA=0.289. (3) Drug 1: CC1C(C(CC(O1)OC2CC(CC3=C2C(=C4C(=C3O)C(=O)C5=C(C4=O)C(=CC=C5)OC)O)(C(=O)CO)O)N)O.Cl. Drug 2: C1CN(CCN1C(=O)CCBr)C(=O)CCBr. Cell line: HOP-92. Synergy scores: CSS=13.8, Synergy_ZIP=-1.66, Synergy_Bliss=-1.89, Synergy_Loewe=4.19, Synergy_HSA=0.806. (4) Drug 1: C1CC(=O)NC(=O)C1N2C(=O)C3=CC=CC=C3C2=O. Drug 2: C(CN)CNCCSP(=O)(O)O. Cell line: HCC-2998. Synergy scores: CSS=3.02, Synergy_ZIP=0.669, Synergy_Bliss=0.0210, Synergy_Loewe=-2.35, Synergy_HSA=-3.27. (5) Drug 2: C(CCl)NC(=O)N(CCCl)N=O. Cell line: UO-31. Synergy scores: CSS=1.13, Synergy_ZIP=-0.302, Synergy_Bliss=0.946, Synergy_Loewe=-0.851, Synergy_HSA=-0.903. Drug 1: CS(=O)(=O)OCCCCOS(=O)(=O)C. (6) Drug 1: CC1=C(C=C(C=C1)C(=O)NC2=CC(=CC(=C2)C(F)(F)F)N3C=C(N=C3)C)NC4=NC=CC(=N4)C5=CN=CC=C5. Drug 2: CC1=C(C(=CC=C1)Cl)NC(=O)C2=CN=C(S2)NC3=CC(=NC(=N3)C)N4CCN(CC4)CCO. Cell line: HCC-2998. Synergy scores: CSS=3.12, Synergy_ZIP=3.49, Synergy_Bliss=5.22, Synergy_Loewe=-18.3, Synergy_HSA=-3.54. (7) Drug 1: C1=C(C(=O)NC(=O)N1)N(CCCl)CCCl. Drug 2: C1=CC(=CC=C1CCCC(=O)O)N(CCCl)CCCl. Cell line: NCIH23. Synergy scores: CSS=57.4, Synergy_ZIP=-3.70, Synergy_Bliss=-4.30, Synergy_Loewe=-4.65, Synergy_HSA=-0.131.